Task: Predict the reactants needed to synthesize the given product.. Dataset: Full USPTO retrosynthesis dataset with 1.9M reactions from patents (1976-2016) (1) Given the product [CH:22]1([C:19]2[CH:20]=[CH:21][C:16]([N:13]3[CH2:14][CH2:15][N:10]([C:8]([C:5]4[CH:6]=[CH:7][C:2]([N:29]5[CH2:28][C:27]([CH3:33])([CH3:26])[O:31][C:30]5=[O:32])=[CH:3][C:4]=4[F:25])=[O:9])[CH2:11][CH2:12]3)=[N:17][CH:18]=2)[CH2:24][CH2:23]1, predict the reactants needed to synthesize it. The reactants are: Br[C:2]1[CH:7]=[CH:6][C:5]([C:8]([N:10]2[CH2:15][CH2:14][N:13]([C:16]3[CH:21]=[CH:20][C:19]([CH:22]4[CH2:24][CH2:23]4)=[CH:18][N:17]=3)[CH2:12][CH2:11]2)=[O:9])=[C:4]([F:25])[CH:3]=1.[CH3:26][C:27]1([CH3:33])[O:31][C:30](=[O:32])[N:29]=[CH:28]1. (2) Given the product [NH2:1][C:2]1[CH:7]=[CH:6][CH:5]=[CH:4][C:3]=1[CH:8]1[N:13]2[N:14]=[C:15]([C:19]3[CH:20]=[CH:21][C:22]([O:25][CH2:27][CH:28]4[CH2:30][CH2:29]4)=[CH:23][CH:24]=3)[C:16]([C:17]#[N:18])=[C:12]2[NH:11][CH2:10][CH2:9]1, predict the reactants needed to synthesize it. The reactants are: [NH2:1][C:2]1[CH:7]=[CH:6][CH:5]=[CH:4][C:3]=1[CH:8]1[N:13]2[N:14]=[C:15]([C:19]3[CH:24]=[CH:23][C:22]([OH:25])=[CH:21][CH:20]=3)[C:16]([C:17]#[N:18])=[C:12]2[NH:11][CH2:10][CH2:9]1.Br[CH2:27][CH:28]1[CH2:30][CH2:29]1.C([O-])([O-])=O.[K+].[K+]. (3) Given the product [CH2:36]([NH:35][CH2:34][C:12]1[C:13]2[N:14]([CH2:31][O:32][CH3:33])[C:15]([C:25]3[CH:30]=[CH:29][CH:28]=[CH:27][CH:26]=3)=[C:16]([CH:19]3[CH2:20][CH2:21][CH2:22][CH2:23][CH2:24]3)[C:17]=2[S:18][C:11]=1[C:8]([OH:10])=[O:9])[C:37]1[CH:41]=[CH:40][CH:3]=[CH:2][CH:38]=1.[C:3]([OH:5])([C:2]([F:7])([F:6])[F:1])=[O:4], predict the reactants needed to synthesize it. The reactants are: [F:1][C:2]([F:7])([F:6])[C:3]([O-:5])=[O:4].[C:8]([C:11]1[S:18][C:17]2[C:16]([CH:19]3[CH2:24][CH2:23][CH2:22][CH2:21][CH2:20]3)=[C:15]([C:25]3[CH:30]=[CH:29][CH:28]=[CH:27][CH:26]=3)[N:14]([CH2:31][O:32][CH3:33])[C:13]=2[C:12]=1[CH2:34][NH2+:35][CH2:36][CH:37]1[CH2:41][CH2:40]S(=O)(=O)[CH2:38]1)([OH:10])=[O:9].C1(C2C3SC(C(O)=O)=C(C=O)C=3N(COC)C=2C2C=CC=CC=2)CCCCC1.C(N)C1C=CC=CC=1.C(O[BH-](OC(=O)C)OC(=O)C)(=O)C.[Na+]. (4) Given the product [CH2:9]([O:11][C:12](=[O:18])[C:13]([CH3:17])([CH3:16])[CH2:14][NH:15][C:2]1[N:7]=[C:6]([NH2:8])[CH:5]=[CH:4][N:3]=1)[CH3:10], predict the reactants needed to synthesize it. The reactants are: Cl[C:2]1[N:7]=[C:6]([NH2:8])[CH:5]=[CH:4][N:3]=1.[CH2:9]([O:11][C:12](=[O:18])[C:13]([CH3:17])([CH3:16])[CH2:14][NH2:15])[CH3:10]. (5) Given the product [CH3:1][O:2][C:3]1[CH:8]=[CH:7][C:6]([C:9]2[CH:14]=[CH:13][N:12]=[C:11]3[NH:15][C:25]([C:24]4[CH:23]=[CH:22][C:21]([S:18]([CH3:17])(=[O:20])=[O:19])=[CH:29][CH:28]=4)=[N:16][C:10]=23)=[CH:5][CH:4]=1, predict the reactants needed to synthesize it. The reactants are: [CH3:1][O:2][C:3]1[CH:8]=[CH:7][C:6]([C:9]2[CH:14]=[CH:13][N:12]=[C:11]([NH2:15])[C:10]=2[NH2:16])=[CH:5][CH:4]=1.[CH3:17][S:18]([C:21]1[CH:29]=[CH:28][C:24]([C:25](O)=O)=[CH:23][CH:22]=1)(=[O:20])=[O:19]. (6) Given the product [C:44]([CH2:43][CH2:42][C:28]1[C:27]([CH2:26][CH2:25][CH2:24][CH2:23][CH2:22][CH2:21][O:20][C:18]2[CH:17]=[C:13]([C:14]([N:49]3[CH2:54][CH2:53][O:52][CH2:51][CH2:50]3)=[O:15])[CH:12]=[C:11]([C:9]3[CH:8]=[CH:7][C:6]4[O:1][CH2:2][CH2:3][O:4][C:5]=4[CH:10]=3)[CH:19]=2)=[CH:32][CH:31]=[CH:30][C:29]=1[O:33][CH2:34][CH2:35][CH2:36][C:37]([OH:39])=[O:38])([OH:46])=[O:45], predict the reactants needed to synthesize it. The reactants are: [O:1]1[C:6]2[CH:7]=[CH:8][C:9]([C:11]3[CH:12]=[C:13]([CH:17]=[C:18]([O:20][CH2:21][CH2:22][CH2:23][CH2:24][CH2:25][CH2:26][C:27]4[CH:32]=[CH:31][CH:30]=[C:29]([O:33][CH2:34][CH2:35][CH2:36][C:37]([O:39]CC)=[O:38])[C:28]=4[CH2:42][CH2:43][C:44]([O:46]CC)=[O:45])[CH:19]=3)[C:14](O)=[O:15])=[CH:10][C:5]=2[O:4][CH2:3][CH2:2]1.[NH:49]1[CH2:54][CH2:53][O:52][CH2:51][CH2:50]1. (7) Given the product [Cl:1][C:2]1[CH:16]=[CH:15][C:5]([O:6][C:7]2[CH:14]=[CH:13][C:10](/[CH:11]=[CH:29]/[N+:26]([O-:28])=[O:27])=[CH:9][CH:8]=2)=[CH:4][C:3]=1[C:17]([F:20])([F:19])[F:18], predict the reactants needed to synthesize it. The reactants are: [Cl:1][C:2]1[CH:16]=[CH:15][C:5]([O:6][C:7]2[CH:14]=[CH:13][C:10]([CH:11]=O)=[CH:9][CH:8]=2)=[CH:4][C:3]=1[C:17]([F:20])([F:19])[F:18].C([O-])(=O)C.[NH4+].[N+:26]([CH3:29])([O-:28])=[O:27]. (8) Given the product [F:21][C:18]1[CH:19]=[CH:20][C:15]([CH:8]([C:5]2[CH:4]=[CH:3][C:2]([F:1])=[CH:7][CH:6]=2)[N:9]2[CH2:10][CH2:11][N:12]([S:28]([C:31]3[CH:36]=[CH:35][C:34]([C:37](=[CH2:38])[C:22]([OH:25])=[O:23])=[CH:33][CH:32]=3)(=[O:30])=[O:29])[CH2:13][CH2:14]2)=[CH:16][CH:17]=1, predict the reactants needed to synthesize it. The reactants are: [F:1][C:2]1[CH:7]=[CH:6][C:5]([CH:8]([C:15]2[CH:20]=[CH:19][C:18]([F:21])=[CH:17][CH:16]=2)[N:9]2[CH2:14][CH2:13][NH:12][CH2:11][CH2:10]2)=[CH:4][CH:3]=1.[C:22]([O-:25])(O)=[O:23].[Na+].Cl[S:28]([C:31]1[CH:36]=[CH:35][C:34]([CH:37]=[CH:38]C(O)=O)=[CH:33][CH:32]=1)(=[O:30])=[O:29].Cl. (9) Given the product [NH2:31][C:29]1[CH:28]=[C:27]([NH:34][C:35]([N:37]2[CH2:38][CH2:39][CH2:40][CH2:41]2)=[O:36])[CH:26]=[C:25]([S:13]([CH2:12][CH2:11][CH2:10][CH2:9][NH:8][C:6]2[C:5]([I:42])=[CH:4][N:3]=[C:2]([Cl:1])[N:7]=2)(=[N:15][S:16]([CH2:19][CH2:20][Si:21]([CH3:23])([CH3:24])[CH3:22])(=[O:17])=[O:18])=[O:14])[CH:30]=1, predict the reactants needed to synthesize it. The reactants are: [Cl:1][C:2]1[N:7]=[C:6]([NH:8][CH2:9][CH2:10][CH2:11][CH2:12][S:13]([C:25]2[CH:26]=[C:27]([NH:34][C:35]([N:37]3[CH2:41][CH2:40][CH2:39][CH2:38]3)=[O:36])[CH:28]=[C:29]([N+:31]([O-])=O)[CH:30]=2)(=[N:15][S:16]([CH2:19][CH2:20][Si:21]([CH3:24])([CH3:23])[CH3:22])(=[O:18])=[O:17])=[O:14])[C:5]([I:42])=[CH:4][N:3]=1.Cl.[OH-].[Na+].C(OCC)(=O)C. (10) Given the product [CH3:19][O:20][C:8]1[CH:9]=[C:10]([C:12]([F:15])([F:14])[F:13])[CH:11]=[C:4]([N+:1]([O-:3])=[O:2])[C:5]=1[C:6]#[N:7], predict the reactants needed to synthesize it. The reactants are: [N+:1]([C:4]1[CH:11]=[C:10]([C:12]([F:15])([F:14])[F:13])[CH:9]=[C:8]([N+]([O-])=O)[C:5]=1[C:6]#[N:7])([O-:3])=[O:2].[CH3:19][O-:20].[Na+].